Dataset: Peptide-MHC class I binding affinity with 185,985 pairs from IEDB/IMGT. Task: Regression. Given a peptide amino acid sequence and an MHC pseudo amino acid sequence, predict their binding affinity value. This is MHC class I binding data. (1) The peptide sequence is FMFVNGALT. The MHC is H-2-Db with pseudo-sequence H-2-Db. The binding affinity (normalized) is 0.592. (2) The peptide sequence is CSPRGPSCGS. The MHC is Mamu-A01 with pseudo-sequence Mamu-A01. The binding affinity (normalized) is 0.378.